Dataset: Forward reaction prediction with 1.9M reactions from USPTO patents (1976-2016). Task: Predict the product of the given reaction. (1) Given the reactants [Br:1][C:2]1[CH:3]=[C:4]2[C:9](=[CH:10][CH:11]=1)[CH:8]=[N:7][CH:6]=[CH:5]2.ClC1C=C(C(OO)=[O:20])C=CC=1.C(=O)([O-])O.[Na+], predict the reaction product. The product is: [Br:1][C:2]1[CH:3]=[C:4]2[C:9](=[CH:10][CH:11]=1)[CH:8]=[N+:7]([O-:20])[CH:6]=[CH:5]2. (2) Given the reactants O=C1CCC(=O)N1[O:8][C:9](=[O:18])[CH2:10][CH2:11][CH2:12][CH2:13][CH2:14][N:15]=[N+:16]=[N-:17].BrCCCCCC(O)=O.[N-]=[N+]=[N-].[Na+], predict the reaction product. The product is: [N:15]([CH2:14][CH2:13][CH2:12][CH2:11][CH2:10][C:9]([OH:18])=[O:8])=[N+:16]=[N-:17]. (3) Given the reactants [F:1][C:2]1[CH:3]=[C:4]([CH:6]=[C:7]([F:14])[C:8]=1[O:9][CH2:10][CH2:11][O:12][CH3:13])[NH2:5].[C:15]([O:21][CH2:22][N:23]1[C:27]2[N:28]=[C:29](NC3C=C4C(=CC=3)N(CCOC)CC4)[N:30]=[C:31]([O:32][C:33]3[CH:38]=[CH:37][CH:36]=[C:35]([N+:39]([O-:41])=[O:40])[CH:34]=3)[C:26]=2[CH:25]=[CH:24]1)(=[O:20])[C:16]([CH3:19])([CH3:18])[CH3:17].C([O-])([O-])=O.[K+].[K+].CC(O)(C)C, predict the reaction product. The product is: [C:15]([O:21][CH2:22][N:23]1[C:27]2[N:28]=[C:29]([NH:5][C:4]3[CH:3]=[C:2]([F:1])[C:8]([O:9][CH2:10][CH2:11][O:12][CH3:13])=[C:7]([F:14])[CH:6]=3)[N:30]=[C:31]([O:32][C:33]3[CH:38]=[CH:37][CH:36]=[C:35]([N+:39]([O-:41])=[O:40])[CH:34]=3)[C:26]=2[CH:25]=[CH:24]1)(=[O:20])[C:16]([CH3:19])([CH3:18])[CH3:17]. (4) Given the reactants [O:1]1[CH2:6][CH2:5][N:4]([C:7]2[CH:12]=[CH:11][C:10]([C:13]3[NH:14][C:15]4[C:20]([N:21]=3)=[C:19]([C:22]3[CH:23]=[CH:24][C:25]([O:30][CH:31]5[CH2:36][CH2:35][NH:34][CH2:33][CH2:32]5)=[C:26]([CH:29]=3)[C:27]#[N:28])[N:18]=[CH:17][N:16]=4)=[CH:9][CH:8]=2)[CH2:3][CH2:2]1.[CH:37](O)=[O:38].CCN(C(C)C)C(C)C.CN(C(ON1N=NC2C=CC=NC1=2)=[N+](C)C)C.F[P-](F)(F)(F)(F)F, predict the reaction product. The product is: [CH:37]([N:34]1[CH2:35][CH2:36][CH:31]([O:30][C:25]2[CH:24]=[CH:23][C:22]([C:19]3[N:18]=[CH:17][N:16]=[C:15]4[C:20]=3[N:21]=[C:13]([C:10]3[CH:9]=[CH:8][C:7]([N:4]5[CH2:5][CH2:6][O:1][CH2:2][CH2:3]5)=[CH:12][CH:11]=3)[NH:14]4)=[CH:29][C:26]=2[C:27]#[N:28])[CH2:32][CH2:33]1)=[O:38].